This data is from Forward reaction prediction with 1.9M reactions from USPTO patents (1976-2016). The task is: Predict the product of the given reaction. (1) Given the reactants C([O:8][N:9]([CH2:12][CH:13]([CH2:17][CH2:18][CH2:19][CH3:20])[C:14]([OH:16])=O)[CH:10]=[O:11])C1C=CC=CC=1.[NH:21]1[CH2:25][CH2:24][CH2:23][C@H:22]1[C:26]1[O:27][CH:28]=[CH:29][N:30]=1, predict the reaction product. The product is: [OH:8][N:9]([CH2:12][CH:13]([C:14]([N:21]1[CH2:25][CH2:24][CH2:23][CH:22]1[C:26]1[O:27][CH:28]=[CH:29][N:30]=1)=[O:16])[CH2:17][CH2:18][CH2:19][CH3:20])[CH:10]=[O:11]. (2) Given the reactants [F:1][C:2]1[CH:33]=[C:32]([F:34])[CH:31]=[CH:30][C:3]=1[O:4][C:5]1[CH:10]=[CH:9][C:8]([CH2:11][S:12]([CH3:15])(=[O:14])=[O:13])=[CH:7][C:6]=1[C:16]1[C:24]2[C:19](=[C:20]([O:27]C)[N:21]=[C:22]([CH2:25][CH3:26])[CH:23]=2)[N:18]([CH3:29])[CH:17]=1.Cl.O1CCOCC1, predict the reaction product. The product is: [F:1][C:2]1[CH:33]=[C:32]([F:34])[CH:31]=[CH:30][C:3]=1[O:4][C:5]1[CH:10]=[CH:9][C:8]([CH2:11][S:12]([CH3:15])(=[O:13])=[O:14])=[CH:7][C:6]=1[C:16]1[C:24]2[CH:23]=[C:22]([CH2:25][CH3:26])[NH:21][C:20](=[O:27])[C:19]=2[N:18]([CH3:29])[CH:17]=1. (3) Given the reactants CN(C(ON1N=N[C:11]2C=CC=N[C:10]1=2)=[N+](C)C)C.F[P-](F)(F)(F)(F)F.[NH2:25][C:26]1[CH:31]=[CH:30][C:29]([N:32]2[CH:37]=[CH:36][C:35]([O:38][CH2:39][C:40]3[CH:45]=[CH:44][C:43]([Cl:46])=[CH:42][CH:41]=3)=[CH:34][C:33]2=[O:47])=[CH:28][C:27]=1[NH:48][CH3:49].[CH:50](N(CC)C(C)C)(C)C.C(O)(=O)CC, predict the reaction product. The product is: [Cl:46][C:43]1[CH:44]=[CH:45][C:40]([CH2:39][O:38][C:35]2[CH:36]=[CH:37][N:32]([C:29]3[CH:30]=[CH:31][C:26]4[N:25]=[C:49]([CH2:10][CH3:11])[N:48]([CH3:50])[C:27]=4[CH:28]=3)[C:33](=[O:47])[CH:34]=2)=[CH:41][CH:42]=1. (4) Given the reactants [Cl:1][C:2]1[C:15]([Cl:16])=[CH:14][C:5]([O:6][C:7]2[CH:12]=[C:11](Cl)[CH:10]=[CH:9][N:8]=2)=[C:4]([I:17])[CH:3]=1.[CH2:18]([OH:21])[CH2:19][OH:20].C([O-])([O-])=O.[K+].[K+].O, predict the reaction product. The product is: [Cl:1][C:2]1[C:15]([Cl:16])=[CH:14][C:5]([O:6][C:7]2[CH:12]=[C:11]([O:20][CH2:19][CH2:18][OH:21])[CH:10]=[CH:9][N:8]=2)=[C:4]([I:17])[CH:3]=1. (5) Given the reactants [N+:1]([C:4]1[CH:5]=[C:6]([C:10]2[C:11]3[C:18]([C:19]([OH:21])=O)=[CH:17][N:16]([CH2:22][O:23][CH2:24][CH2:25][Si:26]([CH3:29])([CH3:28])[CH3:27])[C:12]=3[N:13]=[CH:14][N:15]=2)[CH:7]=[CH:8][CH:9]=1)([O-:3])=[O:2].[NH2:30][CH2:31][CH:32]([OH:34])[CH3:33].CCN=C=NCCCN(C)C.C1C=CC2N(O)N=NC=2C=1.CCN(C(C)C)C(C)C, predict the reaction product. The product is: [OH:34][CH:32]([CH3:33])[CH2:31][NH:30][C:19]([C:18]1[C:11]2[C:10]([C:6]3[CH:7]=[CH:8][CH:9]=[C:4]([N+:1]([O-:3])=[O:2])[CH:5]=3)=[N:15][CH:14]=[N:13][C:12]=2[N:16]([CH2:22][O:23][CH2:24][CH2:25][Si:26]([CH3:28])([CH3:27])[CH3:29])[CH:17]=1)=[O:21]. (6) Given the reactants O=[C:2]1[CH2:7][CH2:6][CH:5]([C:8]([O:10][CH2:11][CH3:12])=[O:9])[CH2:4][CH2:3]1.[N:13]1([C:19]([O:21][C:22]([CH3:25])([CH3:24])[CH3:23])=[O:20])[CH2:18][CH2:17][NH:16][CH2:15][CH2:14]1.C(O)(=O)C.C(O[BH-](OC(=O)C)OC(=O)C)(=O)C.[Na+].[OH-].[Na+], predict the reaction product. The product is: [CH2:11]([O:10][C:8]([CH:5]1[CH2:6][CH2:7][CH:2]([N:16]2[CH2:15][CH2:14][N:13]([C:19]([O:21][C:22]([CH3:25])([CH3:24])[CH3:23])=[O:20])[CH2:18][CH2:17]2)[CH2:3][CH2:4]1)=[O:9])[CH3:12]. (7) Given the reactants Br[C:2]1[CH:3]=[N:4][N:5]2[C:10]([C:11]3[CH:12]=[C:13]([NH:17][C:18](=[O:23])[CH2:19][CH:20]([CH3:22])[CH3:21])[CH:14]=[CH:15][CH:16]=3)=[CH:9][CH:8]=[N:7][C:6]=12.[O:24]([C:31]1[CH:36]=[CH:35][C:34](B(O)O)=[CH:33][CH:32]=1)[C:25]1[CH:30]=[CH:29][CH:28]=[CH:27][CH:26]=1, predict the reaction product. The product is: [CH3:21][CH:20]([CH3:22])[CH2:19][C:18]([NH:17][C:13]1[CH:14]=[CH:15][CH:16]=[C:11]([C:10]2[N:5]3[N:4]=[CH:3][C:2]([C:34]4[CH:35]=[CH:36][C:31]([O:24][C:25]5[CH:30]=[CH:29][CH:28]=[CH:27][CH:26]=5)=[CH:32][CH:33]=4)=[C:6]3[N:7]=[CH:8][CH:9]=2)[CH:12]=1)=[O:23]. (8) Given the reactants [NH:1]([S:8]([NH:11][C:12]([CH:14]1[CH2:19][CH2:18][N:17]([C:20]2[C:30]([C:31]#[N:32])=[CH:29][C:23]([C:24]([O:26][CH2:27][CH3:28])=[O:25])=[C:22]([CH2:33][N:34]3[CH2:39][CH2:38][CH2:37][CH2:36][C:35]3=[O:40])[N:21]=2)[CH2:16][CH2:15]1)=[O:13])(=[O:10])=[O:9])[C:2]1[CH:7]=[CH:6][CH:5]=[CH:4][CH:3]=1.[CH3:41]C1CCCO1.[H-].[Na+].IC, predict the reaction product. The product is: [C:31]([C:30]1[C:20]([N:17]2[CH2:16][CH2:15][CH:14]([C:12](=[O:13])[NH:11][S:8]([N:1]([CH3:41])[C:2]3[CH:3]=[CH:4][CH:5]=[CH:6][CH:7]=3)(=[O:10])=[O:9])[CH2:19][CH2:18]2)=[N:21][C:22]([CH2:33][N:34]2[CH2:39][CH2:38][CH2:37][CH2:36][C:35]2=[O:40])=[C:23]([CH:29]=1)[C:24]([O:26][CH2:27][CH3:28])=[O:25])#[N:32]. (9) Given the reactants [CH3:1][CH:2]1[CH2:4][NH:3]1.[OH-].[Na+].Cl[C:8]([CH2:10][CH2:11][O:12][C:13](=[O:16])[CH:14]=[CH2:15])=[O:9], predict the reaction product. The product is: [CH3:1][CH:2]1[CH2:4][N:3]1[C:8](=[O:9])[CH2:10][CH2:11][O:12][C:13](=[O:16])[CH:14]=[CH2:15].